From a dataset of Full USPTO retrosynthesis dataset with 1.9M reactions from patents (1976-2016). Predict the reactants needed to synthesize the given product. (1) Given the product [N:6]1[CH:7]=[CH:8][CH:9]=[C:4]([C:1](=[N:11][OH:12])[CH3:2])[CH:5]=1, predict the reactants needed to synthesize it. The reactants are: [C:1]([C:4]1[CH:5]=[N:6][CH:7]=[CH:8][CH:9]=1)(=O)[CH3:2].Cl.[NH2:11][OH:12].C([O-])(=O)C.[Na+]. (2) Given the product [Cl:23][C:24]1[CH:31]=[CH:30][C:27]([CH2:28][O:20][C:19]([C:17]2[CH:16]=[CH:15][CH:14]=[C:13]([C:9]3[CH2:10][CH2:11][CH2:12][C:8]=3[C:6]3[CH:7]=[C:2]([Cl:1])[CH:3]=[CH:4][C:5]=3[O:22][CH2:28][C:27]3[CH:30]=[CH:31][C:24]([Cl:23])=[CH:25][CH:26]=3)[N:18]=2)=[O:21])=[CH:26][CH:25]=1, predict the reactants needed to synthesize it. The reactants are: [Cl:1][C:2]1[CH:3]=[CH:4][C:5]([OH:22])=[C:6]([C:8]2[CH2:12][CH2:11][CH2:10][C:9]=2[C:13]2[N:18]=[C:17]([C:19]([OH:21])=[O:20])[CH:16]=[CH:15][CH:14]=2)[CH:7]=1.[Cl:23][C:24]1[CH:31]=[CH:30][C:27]([CH2:28]Br)=[CH:26][CH:25]=1.C(=O)([O-])[O-].[K+].[K+]. (3) Given the product [OH:34][C@@H:31]([CH2:32][OH:33])[CH2:30][NH:29][C:22]([C:21]1[CH:20]=[N:19][N:16]2[CH:17]=[CH:18][C:13]([N:9]3[CH2:10][CH2:11][CH2:12][C@@H:8]3[C:6]3[CH:7]=[C:2]([F:1])[CH:3]=[CH:4][C:5]=3[C:25]([F:27])([F:28])[F:26])=[N:14][C:15]=12)=[O:24], predict the reactants needed to synthesize it. The reactants are: [F:1][C:2]1[CH:3]=[CH:4][C:5]([C:25]([F:28])([F:27])[F:26])=[C:6]([C@H:8]2[CH2:12][CH2:11][CH2:10][N:9]2[C:13]2[CH:18]=[CH:17][N:16]3[N:19]=[CH:20][C:21]([C:22]([OH:24])=O)=[C:15]3[N:14]=2)[CH:7]=1.[NH2:29][CH2:30][C@@H:31]([OH:34])[CH2:32][OH:33]. (4) Given the product [F:1][C:2]1[CH:3]=[CH:4][C:5]([C:8]2[N:9]=[CH:10][N:11]3[CH2:16][CH2:15][NH:14][CH2:13][C:12]=23)=[CH:6][CH:7]=1, predict the reactants needed to synthesize it. The reactants are: [F:1][C:2]1[CH:7]=[CH:6][C:5]([C:8]2[N:9]=[CH:10][N:11]3[CH2:16][CH2:15][N:14](C(OC(C)(C)C)=O)[CH2:13][C:12]=23)=[CH:4][CH:3]=1. (5) Given the product [CH2:1]([O:3][C:4](=[O:32])[CH2:5][C:6]1[C:11]([Cl:12])=[CH:10][N:9]=[C:8]([NH:13][CH2:14][C:15]([F:22])([F:23])[C:16]2[CH:21]=[CH:20][CH:19]=[CH:18][N:17]=2)[C:7]=1[F:31])[CH3:2], predict the reactants needed to synthesize it. The reactants are: [CH2:1]([O:3][C:4](=[O:32])[CH2:5][C:6]1[C:11]([Cl:12])=[CH:10][N:9]=[C:8]([N:13](C(OC(C)(C)C)=O)[CH2:14][C:15]([F:23])([F:22])[C:16]2[CH:21]=[CH:20][CH:19]=[CH:18][N:17]=2)[C:7]=1[F:31])[CH3:2].Cl.CO.N#N. (6) Given the product [Cl:1][C:2]1[CH:3]=[C:4]([CH:8]=[CH:9][N:10]=1)[C:5]([O:7][CH3:15])=[O:6], predict the reactants needed to synthesize it. The reactants are: [Cl:1][C:2]1[CH:3]=[C:4]([CH:8]=[CH:9][N:10]=1)[C:5]([OH:7])=[O:6].S(Cl)(Cl)=O.[CH3:15]N(C=O)C. (7) Given the product [CH2:11]([O:10][C:9]([NH:8][CH:5]1[CH2:6][CH2:7][C:2](=[CH:38][C:39]([O:41][CH3:42])=[O:40])[CH2:3][CH2:4]1)=[O:18])[C:12]1[CH:17]=[CH:16][CH:15]=[CH:14][CH:13]=1, predict the reactants needed to synthesize it. The reactants are: O=[C:2]1[CH2:7][CH2:6][CH:5]([NH:8][C:9](=[O:18])[O:10][CH2:11][C:12]2[CH:17]=[CH:16][CH:15]=[CH:14][CH:13]=2)[CH2:4][CH2:3]1.C1(P(=[CH:38][C:39]([O:41][CH3:42])=[O:40])(C2C=CC=CC=2)C2C=CC=CC=2)C=CC=CC=1.